This data is from NCI-60 drug combinations with 297,098 pairs across 59 cell lines. The task is: Regression. Given two drug SMILES strings and cell line genomic features, predict the synergy score measuring deviation from expected non-interaction effect. (1) Drug 1: C1CC(=O)NC(=O)C1N2CC3=C(C2=O)C=CC=C3N. Drug 2: C1=CC(=CC=C1C#N)C(C2=CC=C(C=C2)C#N)N3C=NC=N3. Cell line: BT-549. Synergy scores: CSS=4.99, Synergy_ZIP=-1.24, Synergy_Bliss=-0.824, Synergy_Loewe=-2.12, Synergy_HSA=-1.95. (2) Drug 1: CC1=C2C(C(=O)C3(C(CC4C(C3C(C(C2(C)C)(CC1OC(=O)C(C(C5=CC=CC=C5)NC(=O)OC(C)(C)C)O)O)OC(=O)C6=CC=CC=C6)(CO4)OC(=O)C)OC)C)OC. Drug 2: C1=CC=C(C(=C1)C(C2=CC=C(C=C2)Cl)C(Cl)Cl)Cl. Cell line: UO-31. Synergy scores: CSS=41.6, Synergy_ZIP=3.38, Synergy_Bliss=4.82, Synergy_Loewe=-57.6, Synergy_HSA=5.09. (3) Drug 1: CN1C2=C(C=C(C=C2)N(CCCl)CCCl)N=C1CCCC(=O)O.Cl. Drug 2: CC1=C(C=C(C=C1)C(=O)NC2=CC(=CC(=C2)C(F)(F)F)N3C=C(N=C3)C)NC4=NC=CC(=N4)C5=CN=CC=C5. Cell line: SF-295. Synergy scores: CSS=-10.2, Synergy_ZIP=6.22, Synergy_Bliss=7.04, Synergy_Loewe=1.08, Synergy_HSA=-3.73.